Dataset: Full USPTO retrosynthesis dataset with 1.9M reactions from patents (1976-2016). Task: Predict the reactants needed to synthesize the given product. (1) Given the product [NH2:8][C:6]1[CH:5]=[CH:4][C:3]([N:11]2[CH2:16][CH2:15][N:14]([C:17]([O:19][CH3:20])=[O:18])[CH2:13][CH2:12]2)=[C:2]([F:1])[CH:7]=1, predict the reactants needed to synthesize it. The reactants are: [F:1][C:2]1[CH:7]=[C:6]([N+:8]([O-])=O)[CH:5]=[CH:4][C:3]=1[N:11]1[CH2:16][CH2:15][N:14]([C:17]([O:19][CH3:20])=[O:18])[CH2:13][CH2:12]1. (2) Given the product [CH2:24]([N:21]([C:22]1[CH:27]=[CH:26][CH:25]=[CH:24][N:23]=1)[CH2:17][CH2:16][C:14]1[N:15]=[C:11]([S:10][C:7]([CH3:8])([CH3:9])[C:6]([OH:5])=[O:20])[S:12][CH:13]=1)[CH2:25][CH2:26][CH2:27][CH2:22][CH2:29][CH3:30], predict the reactants needed to synthesize it. The reactants are: C([O:5][C:6](=[O:20])[C:7]([S:10][C:11]1[S:12][CH:13]=[C:14]([CH2:16][C:17](O)=O)[N:15]=1)([CH3:9])[CH3:8])(C)(C)C.[NH2:21][C:22]1[CH:27]=[CH:26][CH:25]=[CH:24][N:23]=1.F[C:29](F)(F)[C:30](O)=O. (3) Given the product [OH:1][C@H:2]1[CH2:7][CH2:6][CH2:5][CH2:4][C@@H:3]1[NH:8][C:9](=[O:20])[C@@H:10]([OH:19])[C@@H:11]([NH2:16])[CH2:12][CH2:13][CH2:14][CH3:15], predict the reactants needed to synthesize it. The reactants are: [OH:1][C@H:2]1[CH2:7][CH2:6][CH2:5][CH2:4][C@@H:3]1[NH:8][C:9](=[O:20])[C@@H:10]([OH:19])[C@@H:11]([N:16]=[N+]=[N-])[CH2:12][CH2:13][CH2:14][CH3:15]. (4) Given the product [Cl:1][C:2]1[CH:3]=[C:4]([CH:9]=[CH:10][C:11]=1[O:12][CH:20]([CH3:22])[CH3:21])[C:5]([O:7][CH3:8])=[O:6], predict the reactants needed to synthesize it. The reactants are: [Cl:1][C:2]1[CH:3]=[C:4]([CH:9]=[CH:10][C:11]=1[OH:12])[C:5]([O:7][CH3:8])=[O:6].C(=O)([O-])[O-].[K+].[K+].I[CH:20]([CH3:22])[CH3:21]. (5) Given the product [O:6]=[C:2]([CH3:1])[CH2:7][CH2:8][CH2:9][CH2:10][N:11]1[CH:15]=[C:14]([NH:16][C:30]([C:26]2[N:27]=[CH:28][O:29][C:25]=2[C:22]2[CH:23]=[CH:24][C:19]([O:18][CH3:17])=[CH:20][CH:21]=2)=[O:31])[CH:13]=[N:12]1, predict the reactants needed to synthesize it. The reactants are: [CH3:1][C:2]1([CH2:7][CH2:8][CH2:9][CH2:10][N:11]2[CH:15]=[C:14]([NH2:16])[CH:13]=[N:12]2)[O:6]CCO1.[CH3:17][O:18][C:19]1[CH:24]=[CH:23][C:22]([C:25]2[O:29][CH:28]=[N:27][C:26]=2[C:30](O)=[O:31])=[CH:21][CH:20]=1. (6) Given the product [Cl:14][C:15]1[CH:23]=[CH:22][CH:21]=[C:20]2[C:16]=1[C:17]([C:24](=[O:25])[NH:26][CH2:27][CH:28]1[CH2:29][CH2:30][C:31]([F:35])([F:34])[CH2:32][CH2:33]1)=[CH:18][N:19]2[CH:2]1[CH2:6][CH2:5][N:4]([C:7]([O:9][C:10]([CH3:13])([CH3:12])[CH3:11])=[O:8])[CH2:3]1, predict the reactants needed to synthesize it. The reactants are: O[CH:2]1[CH2:6][CH2:5][N:4]([C:7]([O:9][C:10]([CH3:13])([CH3:12])[CH3:11])=[O:8])[CH2:3]1.[Cl:14][C:15]1[CH:23]=[CH:22][CH:21]=[C:20]2[C:16]=1[C:17]([C:24]([NH:26][CH2:27][CH:28]1[CH2:33][CH2:32][C:31]([F:35])([F:34])[CH2:30][CH2:29]1)=[O:25])=[CH:18][NH:19]2.